Dataset: Reaction yield outcomes from USPTO patents with 853,638 reactions. Task: Predict the reaction yield, written as a fraction of the theoretical maximum amount of product (1.0 means a 100% yield; for example, 0.34 means a 34% yield). The reactants are [CH2:1]([NH:8][C:9]([N:11]1[CH2:20][CH2:19][C:18]2[N:17]=[C:16]([C:21](OC)=[O:22])[CH:15]=[CH:14][C:13]=2[CH2:12]1)=[O:10])[C:2]1[CH:7]=[CH:6][CH:5]=[CH:4][CH:3]=1.[K].[NH2:26][OH:27].C(O)(=O)C. The catalyst is CO. The product is [CH2:1]([NH:8][C:9]([N:11]1[CH2:20][CH2:19][C:18]2[N:17]=[C:16]([C:21]([NH:26][OH:27])=[O:22])[CH:15]=[CH:14][C:13]=2[CH2:12]1)=[O:10])[C:2]1[CH:3]=[CH:4][CH:5]=[CH:6][CH:7]=1. The yield is 0.360.